Task: Predict the reactants needed to synthesize the given product.. Dataset: Full USPTO retrosynthesis dataset with 1.9M reactions from patents (1976-2016) (1) The reactants are: [CH2:1]([O:3][C:4]([C:6]1[O:10][C:9]([C:11]2[CH:16]=[CH:15][C:14]([O:17][CH3:18])=[CH:13][CH:12]=2)=[N:8][C:7]=1[CH2:19]Br)=[O:5])[CH3:2].CN(C)C=[O:24]. Given the product [CH2:1]([O:3][C:4]([C:6]1[O:10][C:9]([C:11]2[CH:16]=[CH:15][C:14]([O:17][CH3:18])=[CH:13][CH:12]=2)=[N:8][C:7]=1[CH2:19][OH:24])=[O:5])[CH3:2], predict the reactants needed to synthesize it. (2) Given the product [CH3:1][N:2]([N:4]=[N:5][C:6]1[CH:10]=[C:9]([C:11]([CH3:12])([CH3:13])[CH3:14])[Se:8][C:7]=1[C:15]([OH:17])=[O:16])[CH3:3], predict the reactants needed to synthesize it. The reactants are: [CH3:1][N:2]([N:4]=[N:5][C:6]1[CH:10]=[C:9]([C:11]([CH3:14])([CH3:13])[CH3:12])[Se:8][C:7]=1[C:15]([O:17]CC)=[O:16])[CH3:3].[OH-].[Na+].Cl. (3) Given the product [CH3:1][O:2][C:3](=[O:19])[C:4]1[CH:9]=[CH:8][C:7]([NH:10][C:11]([O:13][C:14]([CH3:16])([CH3:15])[CH3:17])=[O:12])=[C:6]([NH:18][S:35]([C:30]2[CH:31]=[CH:32][CH:33]=[CH:34][C:29]=2[N+:26]([O-:28])=[O:27])(=[O:36])=[O:37])[CH:5]=1, predict the reactants needed to synthesize it. The reactants are: [CH3:1][O:2][C:3](=[O:19])[C:4]1[CH:9]=[CH:8][C:7]([NH:10][C:11]([O:13][C:14]([CH3:17])([CH3:16])[CH3:15])=[O:12])=[C:6]([NH2:18])[CH:5]=1.N1C=CC=CC=1.[N+:26]([C:29]1[CH:34]=[CH:33][CH:32]=[CH:31][C:30]=1[S:35](Cl)(=[O:37])=[O:36])([O-:28])=[O:27]. (4) Given the product [ClH:48].[NH2:38][CH:39]([C:43]1[S:44][C:45]([Cl:48])=[CH:46][CH:47]=1)[C:40]([N:6]([CH2:15][CH2:16][C:17]1[CH:22]=[CH:21][C:20]([F:23])=[C:19]([F:24])[CH:18]=1)[C:7]1[CH:12]=[CH:11][C:10]([CH3:13])=[C:9]([CH3:14])[CH:8]=1)=[O:42], predict the reactants needed to synthesize it. The reactants are: Cl.N[C@@H](C1C=CC=CC=1)C([N:6]([CH2:15][CH2:16][C:17]1[CH:22]=[CH:21][C:20]([F:23])=[C:19]([F:24])[CH:18]=1)[C:7]1[CH:12]=[CH:11][C:10]([CH3:13])=[C:9]([CH3:14])[CH:8]=1)=O.C(OC([NH:38][CH:39]([C:43]1[S:44][C:45]([Cl:48])=[CH:46][CH:47]=1)[C:40]([OH:42])=O)=O)(C)(C)C. (5) Given the product [F:1][C:2]1[CH:3]=[CH:4][CH:5]=[C:6]2[C:10]=1[NH:9][CH2:8][CH2:7]2, predict the reactants needed to synthesize it. The reactants are: [F:1][C:2]1[CH:3]=[CH:4][CH:5]=[C:6]2[C:10]=1[NH:9][CH:8]=[CH:7]2.[BH3-]C#N.[Na+].O. (6) Given the product [O:21]=[C:19]1[C:13]([C:14]([O:16][CH2:17][CH3:18])=[O:15])=[N:11][C:6]2[C:5](=[CH:10][CH:9]=[CH:8][CH:7]=2)[N:4]1[CH2:1][C:2]#[CH:3], predict the reactants needed to synthesize it. The reactants are: [CH2:1]([NH:4][C:5]1[CH:10]=[CH:9][CH:8]=[CH:7][C:6]=1[NH2:11])[C:2]#[CH:3].O=[C:13]([C:19]([O:21]CC)=O)[C:14]([O:16][CH2:17][CH3:18])=[O:15]. (7) Given the product [CH2:1]([O:2][C:11](=[O:12])[C:6]([O:2][C:1]1[CH:8]=[CH:7][CH:6]=[C:4]([OH:5])[CH:3]=1)([CH3:4])[CH2:7][CH3:8])[CH3:3], predict the reactants needed to synthesize it. The reactants are: [C:1]1([CH:8]=[CH:7][CH:6]=[C:4]([OH:5])[CH:3]=1)[OH:2].CN(C)[CH:11]=[O:12]. (8) The reactants are: I[C:2]1[N:11]=[C:10]2[N:4]([CH2:5][CH2:6][C:7]3[CH:23]=[CH:22][CH:21]=[CH:20][C:8]=3[CH:9]2[O:12][CH:13]2[CH2:18][CH2:17][N:16]([CH3:19])[CH2:15][CH2:14]2)[CH:3]=1.[CH2:24]([Sn](CCCC)(CCCC)CCCC)[C:25](=[CH2:27])[CH3:26].[Li+].[Cl-].[F-].[K+]. Given the product [CH3:26][C:25](=[CH2:24])[CH2:27][C:2]1[N:11]=[C:10]2[N:4]([CH2:5][CH2:6][C:7]3[CH:23]=[CH:22][CH:21]=[CH:20][C:8]=3[CH:9]2[O:12][CH:13]2[CH2:18][CH2:17][N:16]([CH3:19])[CH2:15][CH2:14]2)[CH:3]=1, predict the reactants needed to synthesize it. (9) Given the product [F:22][C:19]([F:20])([F:21])[O:18][C:15]1[CH:16]=[CH:17][C:12]([C:9]2[N:8]=[CH:7][C:6]([OH:5])=[CH:11][N:10]=2)=[CH:13][CH:14]=1, predict the reactants needed to synthesize it. The reactants are: C(OC[O:5][C:6]1[CH:7]=[N:8][C:9]([C:12]2[CH:17]=[CH:16][C:15]([O:18][C:19]([F:22])([F:21])[F:20])=[CH:14][CH:13]=2)=[N:10][CH:11]=1)C.Cl. (10) Given the product [NH2:14][C:15]1[C:23]([Br:24])=[CH:22][C:21]([CH3:25])=[CH:20][C:16]=1[C:17]([NH:13][NH:12][C:5]1[CH:6]=[C:7]([C:8]#[N:9])[CH:10]=[CH:11][C:4]=1[S:3][CH2:1][CH3:2])=[O:18], predict the reactants needed to synthesize it. The reactants are: [CH2:1]([S:3][C:4]1[CH:11]=[CH:10][C:7]([C:8]#[N:9])=[CH:6][C:5]=1[NH:12][NH2:13])[CH3:2].[NH2:14][C:15]1[C:23]([Br:24])=[CH:22][C:21]([CH3:25])=[CH:20][C:16]=1[C:17](O)=[O:18].